From a dataset of Forward reaction prediction with 1.9M reactions from USPTO patents (1976-2016). Predict the product of the given reaction. (1) Given the reactants [NH2:1][CH:2]1[CH2:5][N:4]([C@H:6]2[CH2:11][CH2:10][C@H:9]([CH2:12][NH:13][C:14]3[C:19]([N+:20]([O-:22])=[O:21])=[CH:18][N:17]=[C:16]([NH:23][CH2:24][C:25]4[CH:30]=[CH:29][CH:28]=[CH:27][C:26]=4[O:31][C:32]([F:35])([F:34])[F:33])[N:15]=3)[CH2:8][CH2:7]2)[CH2:3]1.[C:36](OC(=O)C)(=[O:38])[CH3:37].C(N(CC)CC)C, predict the reaction product. The product is: [N+:20]([C:19]1[C:14]([NH:13][CH2:12][C@H:9]2[CH2:10][CH2:11][C@H:6]([N:4]3[CH2:5][CH:2]([NH:1][C:36](=[O:38])[CH3:37])[CH2:3]3)[CH2:7][CH2:8]2)=[N:15][C:16]([NH:23][CH2:24][C:25]2[CH:30]=[CH:29][CH:28]=[CH:27][C:26]=2[O:31][C:32]([F:34])([F:35])[F:33])=[N:17][CH:18]=1)([O-:22])=[O:21]. (2) Given the reactants [Cl:1][C:2]1[CH:7]=[CH:6][C:5]([CH:8]([C:20]2[CH:25]=[CH:24][CH:23]=[CH:22][CH:21]=2)[NH:9][C:10](=[O:19])[CH2:11][C:12]2[CH:17]=[CH:16][C:15]([OH:18])=[CH:14][CH:13]=2)=[CH:4][CH:3]=1.Br[CH2:27][C:28]1[CH:33]=[CH:32][C:31]([Cl:34])=[CH:30][CH:29]=1, predict the reaction product. The product is: [Cl:34][C:31]1[CH:32]=[CH:33][C:28]([CH2:27][O:18][C:15]2[CH:16]=[CH:17][C:12]([CH2:11][C:10]([NH:9][CH:8]([C:5]3[CH:6]=[CH:7][C:2]([Cl:1])=[CH:3][CH:4]=3)[C:20]3[CH:21]=[CH:22][CH:23]=[CH:24][CH:25]=3)=[O:19])=[CH:13][CH:14]=2)=[CH:29][CH:30]=1. (3) Given the reactants [CH3:1][Si](C)(C)N[Si](C)(C)C.[K].[O:11]1[CH2:16][CH2:15][CH:14]([CH2:17][CH:18]=O)[CH2:13][CH2:12]1.[Cl-].[NH4+], predict the reaction product. The product is: [CH2:17]([CH:14]1[CH2:15][CH2:16][O:11][CH2:12][CH2:13]1)[CH:18]=[CH2:1]. (4) Given the reactants Br[C:2]1[CH:11]=[CH:10][C:9]2[N:8]=[CH:7][C:6]3[N:12]([CH3:23])[C:13](=[O:22])[N:14]([C:15]4[C:16]([CH3:21])=[N:17][N:18]([CH3:20])[CH:19]=4)[C:5]=3[C:4]=2[CH:3]=1.[Cl:24][C:25]1[C:30]([NH:31][S:32]([CH3:35])(=[O:34])=[O:33])=[CH:29][C:28](B2OC(C)(C)C(C)(C)O2)=[CH:27][N:26]=1, predict the reaction product. The product is: [Cl:24][C:25]1[C:30]([NH:31][S:32]([CH3:35])(=[O:34])=[O:33])=[CH:29][C:28]([C:2]2[CH:11]=[CH:10][C:9]3[N:8]=[CH:7][C:6]4[N:12]([CH3:23])[C:13](=[O:22])[N:14]([C:15]5[C:16]([CH3:21])=[N:17][N:18]([CH3:20])[CH:19]=5)[C:5]=4[C:4]=3[CH:3]=2)=[CH:27][N:26]=1. (5) Given the reactants Br[C:2]1[CH:3]=[CH:4][C:5]2[N:18]=[C:9]3[C:10]4[CH:11]=[CH:12][CH:13]=[CH:14][C:15]=4[CH:16]=[CH:17][N:8]3[C:6]=2[CH:7]=1.[B:19]1([B:19]2[O:23][C:22]([CH3:25])([CH3:24])[C:21]([CH3:27])([CH3:26])[O:20]2)[O:23][C:22]([CH3:25])([CH3:24])[C:21]([CH3:27])([CH3:26])[O:20]1.C([O-])(=O)C.[K+], predict the reaction product. The product is: [CH3:26][C:21]1([CH3:27])[C:22]([CH3:25])([CH3:24])[O:23][B:19]([C:2]2[CH:3]=[CH:4][C:5]3[N:18]=[C:9]4[C:10]5[CH:11]=[CH:12][CH:13]=[CH:14][C:15]=5[CH:16]=[CH:17][N:8]4[C:6]=3[CH:7]=2)[O:20]1.